Dataset: Catalyst prediction with 721,799 reactions and 888 catalyst types from USPTO. Task: Predict which catalyst facilitates the given reaction. (1) Reactant: CCN(C(C)C)C(C)C.[C:10]1([N:16]2[CH:20]=[C:19]([C:21]([NH:23][CH2:24][C:25]([OH:27])=O)=[O:22])[N:18]=[CH:17]2)[CH:15]=[CH:14][CH:13]=[CH:12][CH:11]=1.C1(N2C=C(C(O)=O)N=C2)C=CC=CC=1.C1C=CC2N(O)N=NC=2C=1.CCN=C=NCCCN(C)C.FC(F)(F)C(O)=O.[F:70][C:71]([F:86])([F:85])[C:72]1[CH:84]=[CH:83][CH:82]=[CH:81][C:73]=1[O:74][CH:75]1[CH2:80][CH2:79][NH:78][CH2:77][CH2:76]1. Product: [O:27]=[C:25]([N:78]1[CH2:77][CH2:76][CH:75]([O:74][C:73]2[CH:81]=[CH:82][CH:83]=[CH:84][C:72]=2[C:71]([F:70])([F:85])[F:86])[CH2:80][CH2:79]1)[CH2:24][NH:23][C:21]([C:19]1[N:18]=[CH:17][N:16]([C:10]2[CH:11]=[CH:12][CH:13]=[CH:14][CH:15]=2)[CH:20]=1)=[O:22]. The catalyst class is: 18. (2) The catalyst class is: 24. Product: [CH3:1][O:2][C:3]1[CH:4]=[CH:5][C:6]([C:9]2[C:18]([C:19]3[CH:24]=[CH:23][C:22]([O:25][CH3:26])=[CH:21][CH:20]=3)=[CH:17][C:16]3[C:11](=[CH:12][CH:13]=[C:14]([C:27]([OH:29])=[O:28])[CH:15]=3)[N:10]=2)=[CH:7][CH:8]=1. Reactant: [CH3:1][O:2][C:3]1[CH:8]=[CH:7][C:6]([C:9]2[C:18]([C:19]3[CH:24]=[CH:23][C:22]([O:25][CH3:26])=[CH:21][CH:20]=3)=[CH:17][C:16]3[C:11](=[CH:12][CH:13]=[C:14]([C:27]([O:29]CC)=[O:28])[CH:15]=3)[N:10]=2)=[CH:5][CH:4]=1.[OH-].[Na+]. (3) Reactant: [NH2:1][C:2]1[CH:3]=[CH:4][C:5]([CH3:22])=[C:6]([C:8]2[CH:9]=[C:10]([C:16]3[CH2:17][CH2:18][O:19][CH2:20][CH:21]=3)[C:11](=[O:15])[N:12]([CH3:14])[N:13]=2)[CH:7]=1. Product: [NH2:1][C:2]1[CH:3]=[CH:4][C:5]([CH3:22])=[C:6]([C:8]2[CH:9]=[C:10]([CH:16]3[CH2:17][CH2:18][O:19][CH2:20][CH2:21]3)[C:11](=[O:15])[N:12]([CH3:14])[N:13]=2)[CH:7]=1. The catalyst class is: 29. (4) Reactant: [CH3:1][C:2]1[N:3]=[C:4]2[N:8]([C:9](=[O:19])[C:10]=1C1C=CC(C#N)=CC=1)[C:7]1[CH:20]=[CH:21][CH:22]=[CH:23][C:6]=1[S:5]2.[F:24][C:25]([F:36])([F:35])[C:26]1[CH:31]=[CH:30][C:29](B(O)O)=[CH:28][CH:27]=1.C(=O)([O-])[O-].[Na+].[Na+].C(O)C. Product: [CH3:1][C:2]1[N:3]=[C:4]2[N:8]([C:9](=[O:19])[C:10]=1[C:29]1[CH:30]=[CH:31][C:26]([C:25]([F:36])([F:35])[F:24])=[CH:27][CH:28]=1)[C:7]1[CH:20]=[CH:21][CH:22]=[CH:23][C:6]=1[S:5]2. The catalyst class is: 93. (5) Reactant: C1(B(O)O)C=CC=CC=1.O.Cl.[NH2:12][CH2:13][CH2:14][NH:15][CH2:16][CH:17]([CH2:51][NH:52][CH2:53][CH2:54][NH2:55])[CH2:18][C:19]([NH:21][CH2:22][CH2:23][CH2:24][CH2:25][CH2:26][C:27]([NH:29][CH2:30][C:31](=[O:50])[N:32]1[CH2:36][CH2:35][CH2:34][C@H:33]1[B:37]1[O:41]C2C[C@@H]3C[C@H]([C@]2(C)[O:38]1)C3(C)C)=[O:28])=[O:20]. Product: [NH2:12][CH2:13][CH2:14][NH:15][CH2:16][CH:17]([CH2:51][NH:52][CH2:53][CH2:54][NH2:55])[CH2:18][C:19]([NH:21][CH2:22][CH2:23][CH2:24][CH2:25][CH2:26][C:27]([NH:29][CH2:30][C:31]([N:32]1[CH2:36][CH2:35][CH2:34][CH:33]1[B:37]([OH:41])[OH:38])=[O:50])=[O:28])=[O:20]. The catalyst class is: 2. (6) Reactant: [CH3:1][O:2][C:3]1[CH:12]=[C:11]2[C:6]([CH2:7][CH2:8][CH2:9][CH:10]2[C:13]([O:15][CH3:16])=[O:14])=[CH:5][CH:4]=1.[CH3:17]I.[H-].[Na+]. Product: [CH3:16][O:15][C:13]([C:10]1([CH3:17])[C:11]2[C:6](=[CH:5][CH:4]=[C:3]([O:2][CH3:1])[CH:12]=2)[CH2:7][CH2:8][CH2:9]1)=[O:14]. The catalyst class is: 3. (7) Reactant: [CH:1]1[CH:2]=[CH:3][C:4](SC[C@H]2O[C@@H](N3C4=NC=NC(N[C@H]5[C@H](O)CCC5)=C4N=C3)[C@H](O)[C@@H]2O)=[C:5](F)[CH:6]=1.[CH3:33]NC1(C2C=CC=CC=2Cl)C(=O)CCCC1.CC1C=CC=C(C)C=1NC1SCCCN=1.CC(C1C=CC2SC3C=CC=CC=3N(CCCN(C)C)C=2C=1)=O.[CH:87](/[C:92]([OH:94])=[O:93])=[CH:88]/C(O)=O.[CH3:95][CH:96]([NH:98][CH2:99][CH:100]([OH:113])[CH2:101][O:102]C1C=CC(CCOC)=CC=1)[CH3:97].CC(NCC(O)COC1C=CC=C2C=CC=CC=12)C. Product: [CH3:95][CH:96]([NH:98][CH2:99][CH:100]([OH:113])[CH2:101][O:102][C:5]1[CH:4]=[CH:3][C:2]([CH2:88][CH2:87][C:92]([O:94][CH3:33])=[O:93])=[CH:1][CH:6]=1)[CH3:97]. The catalyst class is: 16. (8) Reactant: [CH2:1]([O:3][C:4]([N:6]1[CH2:11][CH2:10][C:9]([CH2:20][CH2:21][NH2:22])([NH:12]C(OC(C)(C)C)=O)[CH2:8][CH2:7]1)=[O:5])[CH3:2].[ClH:23].C(OCC)C. Product: [ClH:23].[CH2:1]([O:3][C:4]([N:6]1[CH2:11][CH2:10][C:9]([NH2:12])([CH2:20][CH2:21][NH2:22])[CH2:8][CH2:7]1)=[O:5])[CH3:2]. The catalyst class is: 32. (9) Reactant: O1[CH2:5][CH2:4][CH2:3][CH2:2]1.[F-].C([N+:11]([CH2:20][CH2:21][CH2:22][CH3:23])([CH2:16][CH2:17][CH2:18][CH3:19])CCCC)CCC. Product: [CH2:2]([C:23]1[CH:22]=[CH:21][C:20]2[NH:11][C:16]3[C:17]([C:18]=2[CH:19]=1)=[CH:5][C:4]([CH2:2][CH2:3][CH2:4][CH3:5])=[CH:3][CH:2]=3)[CH2:3][CH2:4][CH3:5]. The catalyst class is: 6. (10) Reactant: [C:1]([C:4]1[NH:5][C:6]2[C:11]([CH:12]=1)=[CH:10][C:9]([Cl:13])=[CH:8][CH:7]=2)([OH:3])=O.C1C=CC2N(O)N=NC=2C=1.CCN(C(C)C)C(C)C.FC(F)(F)C(O)=O.[NH2:40][C@H:41]([C:49]1[O:53][CH:52]=[N:51][C:50]=1[C:54]([O:56][CH3:57])=[O:55])[CH2:42][C:43]1[CH:48]=[CH:47][CH:46]=[CH:45][CH:44]=1.CCN=C=NCCCN(C)C. Product: [Cl:13][C:9]1[CH:10]=[C:11]2[C:6](=[CH:7][CH:8]=1)[NH:5][C:4]([C:1]([NH:40][C@H:41]([C:49]1[O:53][CH:52]=[N:51][C:50]=1[C:54]([O:56][CH3:57])=[O:55])[CH2:42][C:43]1[CH:44]=[CH:45][CH:46]=[CH:47][CH:48]=1)=[O:3])=[CH:12]2. The catalyst class is: 124.